From a dataset of Forward reaction prediction with 1.9M reactions from USPTO patents (1976-2016). Predict the product of the given reaction. The product is: [NH2:1][C:2]1[N:6]([C:7]2[CH:12]=[CH:11][C:10]([NH:13][C:14](=[O:20])[O:15][C:16]([CH3:17])([CH3:18])[CH3:19])=[CH:9][CH:8]=2)[CH:5]=[N:4][C:3]=1[C:21]#[N:22]. Given the reactants [NH2:1][C:2]1[N:6]([C:7]2[CH:12]=[CH:11][C:10]([NH:13][C:14](=[O:20])[O:15][C:16]([CH3:19])([CH3:18])[CH3:17])=[CH:9][CH:8]=2)[CH:5]=[N:4][C:3]=1[C:21](=O)[NH2:22].CS(Cl)(=O)=O.N1C=CC=CC=1, predict the reaction product.